This data is from Full USPTO retrosynthesis dataset with 1.9M reactions from patents (1976-2016). The task is: Predict the reactants needed to synthesize the given product. (1) Given the product [Cl:1][C:2]1[CH:22]=[C:21]([Cl:23])[CH:20]=[CH:19][C:3]=1[O:4][CH2:5][CH2:6][C:7]1[C:8]([O:15][CH:16]([CH3:18])[CH3:17])=[N:9][N:10]([CH2:12][CH2:13][O:14][C:27]2[C:26]([CH2:24][CH3:25])=[CH:31][CH:30]=[CH:29][C:28]=2[CH2:32][C:33]([OH:35])=[O:34])[CH:11]=1, predict the reactants needed to synthesize it. The reactants are: [Cl:1][C:2]1[CH:22]=[C:21]([Cl:23])[CH:20]=[CH:19][C:3]=1[O:4][CH2:5][CH2:6][C:7]1[C:8]([O:15][CH:16]([CH3:18])[CH3:17])=[N:9][N:10]([CH2:12][CH2:13][OH:14])[CH:11]=1.[CH2:24]([C:26]1[C:27](O)=[C:28]([CH2:32][C:33]([O:35]C)=[O:34])[CH:29]=[CH:30][CH:31]=1)[CH3:25].C(P(CCCC)CCCC)CCC.N(C(N1CCCCC1)=O)=NC(N1CCCCC1)=O.O1CCCC1CO.[OH-].[Na+].Cl. (2) Given the product [Cl:1][C:2]1[C:7]([O:8][CH2:9][C:10]([N:12]2[CH2:17][CH2:16][C:15]3[N:18]=[C:19]4[S:23][C:22]([CH3:24])=[N:21][N:20]4[C:14]=3[CH:13]2[C:25]2[S:26][CH:27]=[C:28]([C:30]([NH:42][CH3:41])=[O:31])[N:29]=2)=[O:11])=[CH:6][CH:5]=[C:4]([N:35]2[CH2:36][CH2:37][O:38][CH2:39][CH2:40]2)[N:3]=1, predict the reactants needed to synthesize it. The reactants are: [Cl:1][C:2]1[C:7]([O:8][CH2:9][C:10]([N:12]2[CH2:17][CH2:16][C:15]3[N:18]=[C:19]4[S:23][C:22]([CH3:24])=[N:21][N:20]4[C:14]=3[CH:13]2[C:25]2[S:26][CH:27]=[C:28]([C:30](OCC)=[O:31])[N:29]=2)=[O:11])=[CH:6][CH:5]=[C:4]([N:35]2[CH2:40][CH2:39][O:38][CH2:37][CH2:36]2)[N:3]=1.[CH3:41][NH2:42]. (3) Given the product [C:1]([O:5][C:6]([N:8]([CH3:16])[C@@H:9]([CH2:13][CH3:14])[C:10]([OH:12])=[O:11])=[O:7])([CH3:4])([CH3:3])[CH3:2], predict the reactants needed to synthesize it. The reactants are: [C:1]([O:5][C:6]([NH:8][C@@H:9]([CH2:13][CH3:14])[C:10]([OH:12])=[O:11])=[O:7])([CH3:4])([CH3:3])[CH3:2].I[CH3:16].[H-].[Na+]. (4) Given the product [CH3:19][N:20]1[C:24]([C:2]2[N:7]=[CH:6][C:5]([C:8]3[S:12][C:11]([N+:13]([O-:15])=[O:14])=[C:10]([C:16]([NH2:18])=[O:17])[CH:9]=3)=[CH:4][CH:3]=2)=[CH:23][CH:22]=[N:21]1, predict the reactants needed to synthesize it. The reactants are: Cl[C:2]1[N:7]=[CH:6][C:5]([C:8]2[S:12][C:11]([N+:13]([O-:15])=[O:14])=[C:10]([C:16]([NH2:18])=[O:17])[CH:9]=2)=[CH:4][CH:3]=1.[CH3:19][N:20]1[C:24](B2OC(C)(C)C(C)(C)O2)=[CH:23][CH:22]=[N:21]1.